This data is from Peptide-MHC class I binding affinity with 185,985 pairs from IEDB/IMGT. The task is: Regression. Given a peptide amino acid sequence and an MHC pseudo amino acid sequence, predict their binding affinity value. This is MHC class I binding data. (1) The peptide sequence is LAYSYHDL. The MHC is H-2-Kb with pseudo-sequence H-2-Kb. The binding affinity (normalized) is 0.550. (2) The peptide sequence is FVHSGFIYF. The MHC is HLA-A24:03 with pseudo-sequence HLA-A24:03. The binding affinity (normalized) is 0.808. (3) The MHC is HLA-A33:01 with pseudo-sequence HLA-A33:01. The peptide sequence is MAVEVGSIR. The binding affinity (normalized) is 0.492. (4) The peptide sequence is PHPVVVRTL. The MHC is HLA-A24:03 with pseudo-sequence HLA-A24:03. The binding affinity (normalized) is 0.0847. (5) The peptide sequence is GYLNACGHF. The MHC is HLA-B27:05 with pseudo-sequence HLA-B27:05. The binding affinity (normalized) is 0.0847. (6) The peptide sequence is RALLNRQPF. The MHC is H-2-Db with pseudo-sequence H-2-Db. The binding affinity (normalized) is 0.797. (7) The peptide sequence is QGIVRQRVI. The MHC is HLA-A11:01 with pseudo-sequence HLA-A11:01. The binding affinity (normalized) is 0. (8) The MHC is HLA-A11:01 with pseudo-sequence HLA-A11:01. The peptide sequence is AKFQSSMTK. The binding affinity (normalized) is 0.158. (9) The peptide sequence is DLRQRLLRA. The MHC is Mamu-B03 with pseudo-sequence Mamu-B03. The binding affinity (normalized) is 0.